From a dataset of Full USPTO retrosynthesis dataset with 1.9M reactions from patents (1976-2016). Predict the reactants needed to synthesize the given product. (1) Given the product [N:22]([CH2:21][CH:19]1[CH2:18][N:17]([C@@H:27]([CH2:31][CH3:32])[C:28]([NH2:30])=[O:29])[C:16](=[O:15])[CH2:20]1)=[N+:23]=[N-:24], predict the reactants needed to synthesize it. The reactants are: FCC1CN([C@@H](CC)C(N)=O)C(=O)C1.[O:15]=[C:16]1[CH2:20][CH:19]([CH2:21][N:22]2C=N[N:24]=[N:23]2)[CH2:18][N:17]1[C@@H:27]([CH2:31][CH3:32])[C:28]([NH2:30])=[O:29].O=C1CC(CN2C=NC=N2)CN1[C@@H](CC)C(N)=O.O=C1CC(CN2C=CN=N2)CN1C(CC)C(N)=O.C(SCC1CN([C@@H](CC)C(N)=O)C(=O)C1)(C)C.O=C1CC(CN2CCCC2)CN1[C@@H](CC)C(N)=O.O=C1CC(CN2CCSCC2)CN1[C@@H](CC)C(N)=O. (2) Given the product [CH3:15][N:4]1[C:3]([CH2:2][OH:16])=[C:11]2[C:6]([CH:7]=[C:8]([N+:12]([O-:14])=[O:13])[CH:9]=[CH:10]2)=[N:5]1, predict the reactants needed to synthesize it. The reactants are: Br[CH2:2][C:3]1[N:4]([CH3:15])[N:5]=[C:6]2[C:11]=1[CH:10]=[CH:9][C:8]([N+:12]([O-:14])=[O:13])=[CH:7]2.[OH-:16].[Na+]. (3) Given the product [OH:14]/[N:13]=[C:8](\[NH2:9])/[C:7]1[CH:6]=[CH:5][C:4]([N+:1]([O-:3])=[O:2])=[CH:11][CH:10]=1, predict the reactants needed to synthesize it. The reactants are: [N+:1]([C:4]1[CH:11]=[CH:10][C:7]([C:8]#[N:9])=[CH:6][CH:5]=1)([O-:3])=[O:2].Cl.[NH2:13][OH:14].C(=O)([O-])[O-].[K+].[K+]. (4) Given the product [CH2:1]([O:8][C:9]([NH:11][C:12]1[CH:17]=[CH:16][C:15]([S:18]([NH:21][C:47]([NH:46][C:32]2[CH:31]=[C:30]([Cl:29])[CH:45]=[CH:44][C:33]=2[C:34]([O:36][CH2:37][C:38]2[CH:43]=[CH:42][CH:41]=[CH:40][CH:39]=2)=[O:35])=[O:48])(=[O:19])=[O:20])=[CH:14][C:13]=1[C:22]([O:24][C:25]([CH3:28])([CH3:27])[CH3:26])=[O:23])=[O:10])[C:2]1[CH:3]=[CH:4][CH:5]=[CH:6][CH:7]=1, predict the reactants needed to synthesize it. The reactants are: [CH2:1]([O:8][C:9]([NH:11][C:12]1[CH:17]=[CH:16][C:15]([S:18]([NH2:21])(=[O:20])=[O:19])=[CH:14][C:13]=1[C:22]([O:24][C:25]([CH3:28])([CH3:27])[CH3:26])=[O:23])=[O:10])[C:2]1[CH:7]=[CH:6][CH:5]=[CH:4][CH:3]=1.[Cl:29][C:30]1[CH:31]=[C:32]([NH:46][C:47](OC2C=CC=CC=2)=[O:48])[C:33](=[CH:44][CH:45]=1)[C:34]([O:36][CH2:37][C:38]1[CH:43]=[CH:42][CH:41]=[CH:40][CH:39]=1)=[O:35]. (5) Given the product [I:11][C:7]1[CH:6]=[C:5]2[C:10](=[CH:9][CH:8]=1)[CH2:1][CH2:2][CH2:3][CH2:4]2, predict the reactants needed to synthesize it. The reactants are: [CH2:1]1[C:10]2[C:5](=[CH:6][CH:7]=[CH:8][CH:9]=2)[CH2:4][CH2:3][CH2:2]1.[I:11]I. (6) Given the product [OH:9][C:10]([C:1]1[CH:6]=[CH:5][CH:4]=[CH:3][CH:2]=1)([CH3:29])[CH2:11][CH2:12][N:13]([C@H:21]([C:23]1[CH:24]=[CH:25][CH:26]=[CH:27][CH:28]=1)[CH3:22])[C:14](=[O:20])[O:15][C:16]([CH3:17])([CH3:18])[CH3:19], predict the reactants needed to synthesize it. The reactants are: [C:1]1([Mg]Br)[CH:6]=[CH:5][CH:4]=[CH:3][CH:2]=1.[O:9]=[C:10]([CH3:29])[CH2:11][CH2:12][N:13]([C@H:21]([C:23]1[CH:28]=[CH:27][CH:26]=[CH:25][CH:24]=1)[CH3:22])[C:14](=[O:20])[O:15][C:16]([CH3:19])([CH3:18])[CH3:17].